Dataset: Peptide-MHC class I binding affinity with 185,985 pairs from IEDB/IMGT. Task: Regression. Given a peptide amino acid sequence and an MHC pseudo amino acid sequence, predict their binding affinity value. This is MHC class I binding data. The peptide sequence is MLNRVQILM. The MHC is HLA-A02:03 with pseudo-sequence HLA-A02:03. The binding affinity (normalized) is 0.696.